This data is from Full USPTO retrosynthesis dataset with 1.9M reactions from patents (1976-2016). The task is: Predict the reactants needed to synthesize the given product. (1) Given the product [F:12][C:4]1[CH:3]=[C:2]([C:34]2([OH:37])[CH2:35][CH2:36][NH:31][CH2:32][CH2:33]2)[CH:7]=[C:6]([C:8]([F:11])([F:10])[F:9])[CH:5]=1, predict the reactants needed to synthesize it. The reactants are: Br[C:2]1[CH:3]=[C:4]([F:12])[CH:5]=[C:6]([C:8]([F:11])([F:10])[F:9])[CH:7]=1.CCCCCC.C([Li])CCC.C(OC([N:31]1[CH2:36][CH2:35][C:34](=[O:37])[CH2:33][CH2:32]1)=O)(C)(C)C.[OH-].[Na+]. (2) Given the product [CH3:23][O:22][C:17]1[C:18]([O:20][CH3:21])=[CH:19][C:14]([CH:10]([CH2:11][CH:12]=[CH2:13])[C:9]([OH:33])=[O:8])=[C:15]([S:24]([N:27]2[CH2:28][CH2:29][O:30][CH2:31][CH2:32]2)(=[O:26])=[O:25])[CH:16]=1, predict the reactants needed to synthesize it. The reactants are: C([O:8][C:9](=[O:33])[CH:10]([C:14]1[CH:19]=[C:18]([O:20][CH3:21])[C:17]([O:22][CH3:23])=[CH:16][C:15]=1[S:24]([N:27]1[CH2:32][CH2:31][O:30][CH2:29][CH2:28]1)(=[O:26])=[O:25])[CH2:11][CH:12]=[CH2:13])C1C=CC=CC=1.[OH-].[Na+]. (3) Given the product [NH2:32][C:27]1[C:26]2=[CH:25][CH:24]=[C:23]([C@@H:11]3[O:12][C@H:13]([CH2:14][OH:15])[C@@H:9]([O:8][Si:1]([C:4]([CH3:7])([CH3:6])[CH3:5])([CH3:2])[CH3:3])[CH2:10]3)[N:31]2[N:30]=[CH:29][N:28]=1, predict the reactants needed to synthesize it. The reactants are: [Si:1]([O:8][C@@H:9]1[C@@H:13]([CH2:14][O:15][Si](C(C)(C)C)(C)C)[O:12][C@@H:11]([C:23]2[N:31]3[C:26]([C:27]([NH2:32])=[N:28][CH:29]=[N:30]3)=[CH:25][CH:24]=2)[CH2:10]1)([C:4]([CH3:7])([CH3:6])[CH3:5])([CH3:3])[CH3:2].O.C(O)(C(F)(F)F)=O.C(=O)(O)[O-].[Na+]. (4) Given the product [CH3:22][O:23][C:24](=[O:35])[C:25]1[CH:30]=[CH:29][C:28]([NH:31][C:32]([N:17]([C:16]2[N:8]([C:5]3[CH:6]=[CH:7][C:2]([Cl:1])=[CH:3][CH:4]=3)[N:9]=[C:10]3[C:15]=2[CH:14]=[CH:13][CH:12]=[CH:11]3)[CH2:18][CH2:19][O:20][CH3:21])=[O:33])=[C:27]([Cl:34])[CH:26]=1, predict the reactants needed to synthesize it. The reactants are: [Cl:1][C:2]1[CH:7]=[CH:6][C:5]([N:8]2[C:16]([NH:17][CH2:18][CH2:19][O:20][CH3:21])=[C:15]3[C:10]([CH:11]=[CH:12][CH:13]=[CH:14]3)=[N:9]2)=[CH:4][CH:3]=1.[CH3:22][O:23][C:24](=[O:35])[C:25]1[CH:30]=[CH:29][C:28]([N:31]=[C:32]=[O:33])=[C:27]([Cl:34])[CH:26]=1. (5) Given the product [Cl:46][C:37]1[C:38]([C:42]([F:43])([F:44])[F:45])=[CH:39][CH:40]=[CH:41][C:36]=1[CH2:35][N:20]([CH2:21][CH:22]([C:23]1[CH:24]=[CH:25][CH:26]=[CH:27][CH:28]=1)[C:29]1[CH:34]=[CH:33][CH:32]=[CH:31][CH:30]=1)[CH2:19][CH2:18][CH2:17][O:16][NH:7][C:8]1[CH:9]=[CH:10][C:11]([O:14][CH3:15])=[CH:12][CH:13]=1, predict the reactants needed to synthesize it. The reactants are: C(OC(=O)[N:7]([O:16][CH2:17][CH2:18][CH2:19][N:20]([CH2:35][C:36]1[CH:41]=[CH:40][CH:39]=[C:38]([C:42]([F:45])([F:44])[F:43])[C:37]=1[Cl:46])[CH2:21][CH:22]([C:29]1[CH:34]=[CH:33][CH:32]=[CH:31][CH:30]=1)[C:23]1[CH:28]=[CH:27][CH:26]=[CH:25][CH:24]=1)[C:8]1[CH:13]=[CH:12][C:11]([O:14][CH3:15])=[CH:10][CH:9]=1)(C)(C)C.C(O)(C(F)(F)F)=O.C([O-])(O)=O.[Na+]. (6) The reactants are: [Cl:1][CH2:2][C:3](Cl)=[O:4].[F:6][C:7]1[CH:12]=[CH:11][C:10]([C:13]23[CH2:22][CH:17]4[CH2:18][CH:19]([CH2:21][C:15]([NH2:23])([CH2:16]4)[CH2:14]2)[CH2:20]3)=[CH:9][CH:8]=1.C([O-])([O-])=O.[K+].[K+]. Given the product [Cl:1][CH2:2][C:3]([NH:23][C:15]12[CH2:16][CH:17]3[CH2:18][CH:19]([CH2:20][C:13]([C:10]4[CH:9]=[CH:8][C:7]([F:6])=[CH:12][CH:11]=4)([CH2:22]3)[CH2:14]1)[CH2:21]2)=[O:4], predict the reactants needed to synthesize it.